This data is from Reaction yield outcomes from USPTO patents with 853,638 reactions. The task is: Predict the reaction yield, written as a fraction of the theoretical maximum amount of product (1.0 means a 100% yield; for example, 0.34 means a 34% yield). (1) The reactants are C[O:2][C:3](=[O:22])[C:4]1[CH:9]=[CH:8][C:7]([CH2:10][NH:11][C:12]([O:14][C:15]([CH3:18])([CH3:17])[CH3:16])=[O:13])=[CH:6][C:5]=1[N+:19]([O-:21])=[O:20].[OH-].[Li+].CCOCC. The product is [C:15]([O:14][C:12]([NH:11][CH2:10][C:7]1[CH:8]=[CH:9][C:4]([C:3]([OH:22])=[O:2])=[C:5]([N+:19]([O-:21])=[O:20])[CH:6]=1)=[O:13])([CH3:18])([CH3:16])[CH3:17]. The yield is 0.920. The catalyst is CO.O. (2) The reactants are [F:1][C:2]([F:34])([F:33])[C:3]1[CH:4]=[C:5]([C:13]([CH3:32])([CH3:31])[C:14]([N:16]([C:18]2[CH:19]=[N:20][CH:21]=[CH:22][C:23]=2[C:24]2[CH:29]=[CH:28][CH:27]=[CH:26][C:25]=2[Cl:30])[CH3:17])=[O:15])[CH:6]=[C:7]([C:9]([F:12])([F:11])[F:10])[CH:8]=1. The catalyst is C(OCC)C. The product is [ClH:30].[F:12][C:9]([F:10])([F:11])[C:7]1[CH:6]=[C:5]([C:13]([CH3:31])([CH3:32])[C:14]([N:16]([C:18]2[CH:19]=[N:20][CH:21]=[CH:22][C:23]=2[C:24]2[CH:29]=[CH:28][CH:27]=[CH:26][C:25]=2[Cl:30])[CH3:17])=[O:15])[CH:4]=[C:3]([C:2]([F:34])([F:1])[F:33])[CH:8]=1. The yield is 0.990. (3) The reactants are [NH2:1][CH2:2][CH2:3][CH2:4][CH2:5][C:6]([CH3:10])([CH3:9])[CH2:7][OH:8].[N:11]([CH2:14][CH2:15][CH2:16][C:17]([CH3:27])([CH3:26])[CH2:18][O:19]C1CCCCO1)=[C:12]=[O:13]. The catalyst is C(Cl)Cl. The product is [OH:8][CH2:7][C:6]([CH3:10])([CH3:9])[CH2:5][CH2:4][CH2:3][CH2:2][NH:1][C:12]([NH:11][CH2:14][CH2:15][CH2:16][C:17]([CH3:27])([CH3:26])[CH2:18][OH:19])=[O:13]. The yield is 1.22. (4) The reactants are Br[CH2:2][CH:3]1[CH2:5][CH2:4]1.[NH:6]1[C:10]2[CH:11]=[CH:12][CH:13]=[CH:14][C:9]=2[N:8]=[C:7]1[CH2:15][OH:16].C(N(CC)C(C)C)(C)C. The catalyst is CN(C=O)C. The product is [CH:5]1([CH2:4][N:6]2[C:10]3[CH:11]=[CH:12][CH:13]=[CH:14][C:9]=3[N:8]=[C:7]2[CH2:15][OH:16])[CH2:3][CH2:2]1. The yield is 0.260. (5) The reactants are Br[Zn][CH2:3][C:4]([O:6][CH2:7][CH3:8])=[O:5].[F:9][C:10]1[CH:17]=[CH:16][CH:15]=[CH:14][C:11]=1[C:12]#N.Cl.C(OCC)(=[O:21])C. The catalyst is C1COCC1. The product is [F:9][C:10]1[CH:17]=[CH:16][CH:15]=[CH:14][C:11]=1[C:12](=[O:21])[CH2:3][C:4]([O:6][CH2:7][CH3:8])=[O:5]. The yield is 0.920. (6) The reactants are [Cl:1][C:2]1[C:3]([C:8]2[CH:9]=[C:10]3[C:14](=[C:15]([O:17][C:18]4[CH:23]=[CH:22][C:21]([S:24]([CH3:27])(=[O:26])=[O:25])=[CH:20][CH:19]=4)[CH:16]=2)[N:13](COC)[N:12]=[C:11]3[NH:31][C:32]2[CH:37]=[N:36][CH:35]=[CH:34][N:33]=2)=[N:4][CH:5]=[CH:6][CH:7]=1.Cl. The catalyst is C(O)C. The product is [Cl:1][C:2]1[C:3]([C:8]2[CH:9]=[C:10]3[C:14](=[C:15]([O:17][C:18]4[CH:19]=[CH:20][C:21]([S:24]([CH3:27])(=[O:25])=[O:26])=[CH:22][CH:23]=4)[CH:16]=2)[NH:13][N:12]=[C:11]3[NH:31][C:32]2[CH:37]=[N:36][CH:35]=[CH:34][N:33]=2)=[N:4][CH:5]=[CH:6][CH:7]=1. The yield is 0.180.